From a dataset of Forward reaction prediction with 1.9M reactions from USPTO patents (1976-2016). Predict the product of the given reaction. (1) Given the reactants [NH2:1][CH:2]1[CH2:7][CH2:6][N:5]([CH2:8][CH2:9][N:10]2[C:19]3[C:14](=[CH:15][C:16]([F:20])=[CH:17][CH:18]=3)[N:13]=[CH:12][C:11]2=[O:21])[CH2:4][CH2:3]1.[O:22]1[C:31]2[CH:30]=[C:29]([CH:32]=O)[N:28]=[CH:27][C:26]=2[O:25][CH2:24][CH2:23]1.C(O[BH-](OC(=O)C)OC(=O)C)(=O)C.[Na+], predict the reaction product. The product is: [O:22]1[C:31]2[CH:30]=[C:29]([CH2:32][NH:1][CH:2]3[CH2:3][CH2:4][N:5]([CH2:8][CH2:9][N:10]4[C:19]5[C:14](=[CH:15][C:16]([F:20])=[CH:17][CH:18]=5)[N:13]=[CH:12][C:11]4=[O:21])[CH2:6][CH2:7]3)[N:28]=[CH:27][C:26]=2[O:25][CH2:24][CH2:23]1. (2) Given the reactants C(=O)([O-])[O-].[K+].[K+].Br[CH2:8][C:9]1[CH:14]=[CH:13][C:12]([CH3:15])=[C:11]([F:16])[CH:10]=1.[O:17]=[C:18]1[NH:23][C:22]2[CH:24]=[C:25]([C:27]3[CH:32]=[CH:31][CH:30]=[CH:29][CH:28]=3)[S:26][C:21]=2[C:20](=[O:33])[N:19]1[CH:34]1[CH2:39][CH2:38][N:37]([C:40]([O:42][C:43]([CH3:46])([CH3:45])[CH3:44])=[O:41])[CH2:36][CH2:35]1, predict the reaction product. The product is: [F:16][C:11]1[CH:10]=[C:9]([CH:14]=[CH:13][C:12]=1[CH3:15])[CH2:8][N:23]1[C:22]2[CH:24]=[C:25]([C:27]3[CH:32]=[CH:31][CH:30]=[CH:29][CH:28]=3)[S:26][C:21]=2[C:20](=[O:33])[N:19]([CH:34]2[CH2:39][CH2:38][N:37]([C:40]([O:42][C:43]([CH3:45])([CH3:44])[CH3:46])=[O:41])[CH2:36][CH2:35]2)[C:18]1=[O:17]. (3) Given the reactants [Si:1]([O:8][C@H:9]1[CH2:18][C:17]2([CH2:21][CH2:20][CH2:19]2)[CH2:16][C:15]2[N:14]=[C:13]([CH:22]3[CH2:27][CH2:26][O:25][CH2:24][CH2:23]3)[C:12]([C:28]([O:30][CH2:31][CH3:32])=[O:29])=[C:11](I)[C:10]1=2)([C:4]([CH3:7])([CH3:6])[CH3:5])([CH3:3])[CH3:2].[O:34]1[CH2:39][CH:38]=[C:37](B2OC(C)(C)C(C)(C)O2)[CH2:36][CH2:35]1.C(=O)([O-])[O-].[Cs+].[Cs+].[F-].[Cs+], predict the reaction product. The product is: [Si:1]([O:8][C@H:9]1[CH2:18][C:17]2([CH2:21][CH2:20][CH2:19]2)[CH2:16][C:15]2[N:14]=[C:13]([CH:22]3[CH2:27][CH2:26][O:25][CH2:24][CH2:23]3)[C:12]([C:28]([O:30][CH2:31][CH3:32])=[O:29])=[C:11]([C:37]3[CH2:38][CH2:39][O:34][CH2:35][CH:36]=3)[C:10]1=2)([C:4]([CH3:7])([CH3:6])[CH3:5])([CH3:3])[CH3:2].